From a dataset of Forward reaction prediction with 1.9M reactions from USPTO patents (1976-2016). Predict the product of the given reaction. Given the reactants [CH:1]1([CH2:4][C:5]2[C:6](C(C3C=C(C=C(C)C=3)C#N)=O)=[C:7]([CH:13]([CH3:15])[CH3:14])[C:8](=[O:12])NC=2C)[CH2:3][CH2:2]1.C1(CC2C(C)=NC(OC)=C(C(C)C)[C:36]=2[C:37](C2C=C(C=C(C)C=2)C#N)=[O:38])CC1.C(#N)C.C[OH:58], predict the reaction product. The product is: [CH2:37]([O:38][C:8](=[O:12])[CH:7]([CH:13]([CH3:14])[CH3:15])[C:6](=[O:58])[CH2:5][CH2:4][CH:1]1[CH2:2][CH2:3]1)[CH3:36].